From a dataset of Forward reaction prediction with 1.9M reactions from USPTO patents (1976-2016). Predict the product of the given reaction. Given the reactants [CH2:1]([NH2:9])[CH2:2][C:3]1[CH:8]=[CH:7][CH:6]=[CH:5][CH:4]=1.COC1C=C([CH2:18][CH2:19][NH2:20])C=CC=1.N1[CH2:26][CH2:25][O:24][CH2:23][CH2:22]1.C[O-].[Na+], predict the reaction product. The product is: [N:9]1([CH2:1][CH:2]2[C:3]3[C:8](=[CH:7][CH:6]=[CH:5][CH:4]=3)[CH2:18][CH2:19][NH:20]2)[CH2:22][CH2:23][O:24][CH2:25][CH2:26]1.